This data is from NCI-60 drug combinations with 297,098 pairs across 59 cell lines. The task is: Regression. Given two drug SMILES strings and cell line genomic features, predict the synergy score measuring deviation from expected non-interaction effect. Drug 1: CCCS(=O)(=O)NC1=C(C(=C(C=C1)F)C(=O)C2=CNC3=C2C=C(C=N3)C4=CC=C(C=C4)Cl)F. Drug 2: CC1=C2C(C(=O)C3(C(CC4C(C3C(C(C2(C)C)(CC1OC(=O)C(C(C5=CC=CC=C5)NC(=O)OC(C)(C)C)O)O)OC(=O)C6=CC=CC=C6)(CO4)OC(=O)C)O)C)O. Cell line: DU-145. Synergy scores: CSS=57.0, Synergy_ZIP=15.8, Synergy_Bliss=16.0, Synergy_Loewe=-28.8, Synergy_HSA=13.6.